Task: Predict the product of the given reaction.. Dataset: Forward reaction prediction with 1.9M reactions from USPTO patents (1976-2016) The product is: [CH3:13][O:12][C:6]1[CH:7]=[CH:8][C:9]2[CH:10]=[CH:11][C:2]3[O:1][CH2:18][C:17]([C:16]#[N:19])=[CH:14][C:3]=3[C:4]=2[CH:5]=1. Given the reactants [OH:1][C:2]1[CH:11]=[CH:10][C:9]2[C:4](=[CH:5][C:6]([O:12][CH3:13])=[CH:7][CH:8]=2)[C:3]=1[CH:14]=O.[C:16](#[N:19])[CH:17]=[CH2:18].N12CCN(CC1)CC2, predict the reaction product.